This data is from Forward reaction prediction with 1.9M reactions from USPTO patents (1976-2016). The task is: Predict the product of the given reaction. (1) Given the reactants Cl[C:2]1[CH:10]=[CH:9][C:5]([C:6]([OH:8])=[O:7])=[CH:4][N:3]=1.[CH3:11][O:12][CH2:13][CH2:14][NH2:15], predict the reaction product. The product is: [CH3:11][O:12][CH2:13][CH2:14][NH:15][C:2]1[CH:10]=[CH:9][C:5]([C:6]([OH:8])=[O:7])=[CH:4][N:3]=1. (2) Given the reactants [Cl:1][C:2]1[N:7]=[C:6](Cl)[CH:5]=[C:4]([CH2:9][CH2:10][CH3:11])[N:3]=1.[NH2:12][C:13]1[CH:18]=[CH:17][C:16]([CH3:19])=[CH:15][CH:14]=1.C(N(CC)CC)C, predict the reaction product. The product is: [Cl:1][C:2]1[N:7]=[C:6]([NH:12][C:13]2[CH:18]=[CH:17][C:16]([CH3:19])=[CH:15][CH:14]=2)[CH:5]=[C:4]([CH2:9][CH2:10][CH3:11])[N:3]=1. (3) Given the reactants C1(C)C=CC(S(O)(=O)=O)=CC=1.[CH3:12][C:13]1[CH:19]=C(O)C=C[C:14]=1[OH:15].[C:21]([CH2:34][C:35]([CH2:38][CH2:39][OH:40])([F:37])[F:36])([C:24]([C:27]([C:30]([F:33])([F:32])[F:31])([F:29])[F:28])([F:26])[F:25])([F:23])[F:22].C(O)(=O)C(C)=C, predict the reaction product. The product is: [C:21]([CH2:34][C:35]([CH2:38][CH2:39][O:40][C:14]([C:13](=[CH2:12])[CH3:19])=[O:15])([F:37])[F:36])([C:24]([C:27]([C:30]([F:31])([F:32])[F:33])([F:29])[F:28])([F:26])[F:25])([F:23])[F:22]. (4) Given the reactants C(=O)([O-])[O-].[K+].[K+].[CH2:7](Br)[CH:8]=[CH2:9].[F:11][C:12]1[CH:13]=[C:14]([C:33]2[CH:38]=[CH:37][C:36]([CH2:39][C:40]([O:42][CH2:43][CH:44]=[CH2:45])=[O:41])=[CH:35][CH:34]=2)[CH:15]=[CH:16][C:17]=1[O:18][CH2:19][C:20]1[CH:25]=[CH:24][C:23]([C:26]([F:29])([F:28])[F:27])=[C:22]([OH:30])[C:21]=1[CH:31]=[O:32].O, predict the reaction product. The product is: [CH2:7]([O:30][C:22]1[C:21]([CH:31]=[O:32])=[C:20]([CH:25]=[CH:24][C:23]=1[C:26]([F:29])([F:27])[F:28])[CH2:19][O:18][C:17]1[CH:16]=[CH:15][C:14]([C:33]2[CH:34]=[CH:35][C:36]([CH2:39][C:40]([O:42][CH2:43][CH:44]=[CH2:45])=[O:41])=[CH:37][CH:38]=2)=[CH:13][C:12]=1[F:11])[CH:8]=[CH2:9]. (5) The product is: [CH3:1][C:2]1[C:3](=[O:30])[C:4]2[C:9]([C:10](=[O:29])[C:11]=1[CH2:12][CH:13]([C:15](=[O:28])[C@@H:16]([CH:25]([CH3:27])[CH3:26])[NH2:17])[NH2:14])=[CH:8][CH:7]=[CH:6][CH:5]=2. Given the reactants [CH3:1][C:2]1[C:3](=[O:30])[C:4]2[C:9]([C:10](=[O:29])[C:11]=1[CH2:12][CH:13]([C:15](=[O:28])[C@@H:16]([CH:25]([CH3:27])[CH3:26])[NH:17]C(OC(C)(C)C)=O)[NH2:14])=[CH:8][CH:7]=[CH:6][CH:5]=2.C(Cl)Cl.C(O)(C(F)(F)F)=O.Cl, predict the reaction product. (6) Given the reactants [Cl:1][C:2]1[CH:19]=[CH:18][C:5]([CH2:6][N:7]2C(=O)C3C(=CC=CC=3)C2=O)=[CH:4][C:3]=1[CH:20]1[CH2:25][CH2:24][N:23]([C:26]([C:28]2[N:29]([CH2:42][CH2:43][O:44][CH3:45])[C:30]3[C:35]([CH:36]=2)=[CH:34][CH:33]=[CH:32][C:31]=3[O:37][C:38]([F:41])([F:40])[F:39])=[O:27])[CH2:22][CH2:21]1.NN, predict the reaction product. The product is: [ClH:1].[NH2:7][CH2:6][C:5]1[CH:18]=[CH:19][C:2]([Cl:1])=[C:3]([CH:20]2[CH2:25][CH2:24][N:23]([C:26]([C:28]3[N:29]([CH2:42][CH2:43][O:44][CH3:45])[C:30]4[C:35]([CH:36]=3)=[CH:34][CH:33]=[CH:32][C:31]=4[O:37][C:38]([F:41])([F:39])[F:40])=[O:27])[CH2:22][CH2:21]2)[CH:4]=1. (7) Given the reactants [C:1]([O:5][C:6]([NH:8][C@@H:9]([CH2:15][C:16]1[CH:21]=[CH:20][C:19]([O:22][S:23]([C:26]([F:29])([F:28])[F:27])(=[O:25])=[O:24])=[CH:18][CH:17]=1)[C:10]([O:12][CH2:13]C)=[O:11])=[O:7])([CH3:4])([CH3:3])[CH3:2].C(O[C@](N=C=O)(CC1C=CC(O)=CC=1)C(OC)=O)(C)(C)C.[O-]S(C(F)(F)F)(=O)=O, predict the reaction product. The product is: [C:1]([O:5][C:6]([NH:8][C@H:9]([CH2:15][C:16]1[CH:17]=[CH:18][C:19]([O:22][S:23]([C:26]([F:29])([F:27])[F:28])(=[O:25])=[O:24])=[CH:20][CH:21]=1)[C:10]([O:12][CH3:13])=[O:11])=[O:7])([CH3:4])([CH3:2])[CH3:3]. (8) Given the reactants Cl.Cl.C(O[C:6]([C:8]1[CH:9]=[C:10]2[C:14](=[CH:15][CH:16]=1)[NH:13][N:12]=[C:11]2[C:17]1[CH:26]=[CH:25][C:24]2[C:19](=[CH:20][CH:21]=[C:22]([O:27][CH2:28][CH2:29][N:30]3[CH2:36][CH2:35][CH2:34][CH2:33][CH2:32][CH2:31]3)[CH:23]=2)[CH:18]=1)=[NH:7])C.[CH3:37][CH:38]([CH3:44])[CH2:39][C:40]([NH:42][NH2:43])=O.C(N(CC)CC)C, predict the reaction product. The product is: [N:30]1([CH2:29][CH2:28][O:27][C:22]2[CH:23]=[C:24]3[C:19](=[CH:20][CH:21]=2)[CH:18]=[C:17]([C:11]2[C:10]4[C:14](=[CH:15][CH:16]=[C:8]([C:6]5[N:7]=[C:40]([CH2:39][CH:38]([CH3:44])[CH3:37])[NH:42][N:43]=5)[CH:9]=4)[NH:13][N:12]=2)[CH:26]=[CH:25]3)[CH2:36][CH2:35][CH2:34][CH2:33][CH2:32][CH2:31]1. (9) Given the reactants C(OC[C:6]([C@:8]1([OH:30])[C@:24]2([CH3:25])[C@H:11]([C@H:12]3[C@:21]([F:27])([C@@H:22]([OH:26])[CH2:23]2)[C@:20]2([CH3:28])[C:15](=[CH:16][C:17](=[O:29])[CH2:18][CH2:19]2)[CH2:14][CH2:13]3)[CH2:10][CH2:9]1)=[O:7])(=O)C.[OH-].[Na+].Cl.I(O)(O)(O)(O)(O)=[O:35], predict the reaction product. The product is: [F:27][C@@:21]12[C@:20]3([CH3:28])[C:15](=[CH:16][C:17](=[O:29])[CH2:18][CH2:19]3)[CH2:14][CH2:13][C@H:12]1[C@H:11]1[C@@:24]([CH3:25])([C@@:8]([OH:30])([C:6]([OH:35])=[O:7])[CH2:9][CH2:10]1)[CH2:23][C@@H:22]2[OH:26]. (10) The product is: [CH2:15]([O:23][C:2]1[CH:7]=[CH:6][CH:5]=[C:4]([O:23][CH2:15][CH2:16][CH2:17][CH2:18][CH2:19][CH2:20][CH2:21][CH3:22])[N+:3]=1[O-:9])[CH2:16][CH2:17][CH2:18][CH2:19][CH2:20][CH2:21][CH3:22]. Given the reactants Cl[C:2]1[CH:7]=[CH:6][CH:5]=[C:4](Cl)[N+:3]=1[O-:9].S(=O)(=O)(O)O.[CH2:15]([OH:23])[CH2:16][CH2:17][CH2:18][CH2:19][CH2:20][CH2:21][CH3:22], predict the reaction product.